From a dataset of Full USPTO retrosynthesis dataset with 1.9M reactions from patents (1976-2016). Predict the reactants needed to synthesize the given product. (1) Given the product [Cl:27][C:22]1[CH:23]=[CH:24][CH:25]=[CH:26][C:21]=1[CH:11]([N:12]1[CH2:17][CH2:16][C:15]2[NH:18][CH:19]=[CH:20][C:14]=2[CH2:13]1)[CH2:10][CH2:9][CH2:8][CH2:7][CH2:6][C:5]([CH3:29])([CH3:28])[C:4]([OH:30])=[O:3], predict the reactants needed to synthesize it. The reactants are: C([O:3][C:4](=[O:30])[C:5]([CH3:29])([CH3:28])[CH2:6][CH2:7][CH2:8][CH2:9][CH2:10][CH:11]([C:21]1[CH:26]=[CH:25][CH:24]=[CH:23][C:22]=1[Cl:27])[N:12]1[CH2:17][CH2:16][C:15]2[NH:18][CH:19]=[CH:20][C:14]=2[CH2:13]1)C.C(O)C.[OH-].[Na+]. (2) Given the product [Cl:21][CH2:22][C:23]1[NH:8][C:7]2[CH:6]=[C:5]([C:9]3[CH:14]=[CH:13][CH:12]=[C:11]([C:15]([F:18])([F:16])[F:17])[CH:10]=3)[N:4]=[C:3]([C:19]#[N:20])[C:2]=2[N:1]=1, predict the reactants needed to synthesize it. The reactants are: [NH2:1][C:2]1[C:3]([C:19]#[N:20])=[N:4][C:5]([C:9]2[CH:14]=[CH:13][CH:12]=[C:11]([C:15]([F:18])([F:17])[F:16])[CH:10]=2)=[CH:6][C:7]=1[NH2:8].[Cl:21][CH2:22][C:23](OCC)(OCC)OCC.[O-]S(C(F)(F)F)(=O)=O.[Yb+3].[O-]S(C(F)(F)F)(=O)=O.[O-]S(C(F)(F)F)(=O)=O. (3) Given the product [C:54]([O:58][C:59](=[O:76])[C:60]1[CH:65]=[C:64]([C:66]2[CH:71]=[C:70]([S:19][CH2:20][CH2:21][N:22]([C:26](=[O:38])[CH2:27][CH2:28][CH2:29][NH:30][C:31]([O:33][C:34]([CH3:35])([CH3:36])[CH3:37])=[O:32])[CH2:23][CH2:24][OH:25])[N:69]=[C:68]([NH2:73])[N:67]=2)[C:63]([CH3:74])=[CH:62][C:61]=1[CH3:75])([CH3:57])([CH3:56])[CH3:55], predict the reactants needed to synthesize it. The reactants are: [C:34]([O:33][C:31](=[O:32])[NH:30][CH2:29][CH2:28][CH2:27][C:26](=[O:38])[N:22]([CH2:21][CH2:20][S:19][S:19][CH2:20][CH2:21][N:22]([C:26](=[O:38])[CH2:27][CH2:28][CH2:29][NH:30][C:31]([O:33][C:34]([CH3:37])([CH3:36])[CH3:35])=[O:32])[CH2:23][CH2:24][OH:25])[CH2:23][CH2:24][OH:25])([CH3:37])([CH3:35])[CH3:36].C(P(CCCC)CCCC)CCC.[C:54]([O:58][C:59](=[O:76])[C:60]1[CH:65]=[C:64]([C:66]2[CH:71]=[C:70](Cl)[N:69]=[C:68]([NH2:73])[N:67]=2)[C:63]([CH3:74])=[CH:62][C:61]=1[CH3:75])([CH3:57])([CH3:56])[CH3:55].C(=O)([O-])[O-].[Cs+].[Cs+]. (4) Given the product [NH:11]1[C:10]([NH:9][C:7]([NH:6][C:4](=[O:5])[O:3][CH2:1][CH3:2])=[S:8])=[CH:14][CH:13]=[N:12]1, predict the reactants needed to synthesize it. The reactants are: [CH2:1]([O:3][C:4]([N:6]=[C:7]=[S:8])=[O:5])[CH3:2].[NH2:9][C:10]1[CH:14]=[CH:13][NH:12][N:11]=1.O.